Dataset: Full USPTO retrosynthesis dataset with 1.9M reactions from patents (1976-2016). Task: Predict the reactants needed to synthesize the given product. (1) The reactants are: F[C:2]1[CH:16]=[CH:15][C:5]([O:6][C:7]2[CH:14]=[CH:13][C:10]([CH:11]=O)=[CH:9][CH:8]=2)=[CH:4][CH:3]=1.[NH2:17][C:18]1[CH:19]=[C:20]([S:25]([NH2:28])(=[O:27])=[O:26])[CH:21]=[CH:22][C:23]=1[NH2:24].N[C:30]1[CH:31]=C(C=[CH:37][C:38]=1N)C(N)=O. Given the product [CH:15]1[C:16]2[C:2](=[CH:31][CH:30]=[CH:38][CH:37]=2)[CH:3]=[CH:4][C:5]=1[O:6][C:7]1[CH:14]=[CH:13][C:10]([C:11]2[NH:24][C:23]3[CH:22]=[CH:21][C:20]([S:25]([NH2:28])(=[O:26])=[O:27])=[CH:19][C:18]=3[N:17]=2)=[CH:9][CH:8]=1, predict the reactants needed to synthesize it. (2) Given the product [CH:8]1([C:13]([N:15]2[CH2:20][CH:19]([C:21]3[CH:22]=[CH:23][C:24]([CH2:27][CH3:28])=[CH:25][CH:26]=3)[CH2:18][CH:17]([NH:29][C:30](=[O:37])[C:31]3[CH:36]=[CH:35][CH:34]=[CH:33][CH:32]=3)[CH2:16]2)=[O:14])[CH2:9][CH2:10][CH2:11][CH2:12]1, predict the reactants needed to synthesize it. The reactants are: FC(F)(F)C(O)=O.[CH:8]1([C:13]([N:15]2[CH2:20][CH:19]([C:21]3[CH:26]=[CH:25][C:24]([CH2:27][CH3:28])=[CH:23][CH:22]=3)[CH2:18][CH:17]([NH2:29])[CH2:16]2)=[O:14])[CH2:12][CH2:11][CH2:10][CH2:9]1.[C:30](O)(=[O:37])[C:31]1[CH:36]=[CH:35][CH:34]=[CH:33][CH:32]=1.